Dataset: Full USPTO retrosynthesis dataset with 1.9M reactions from patents (1976-2016). Task: Predict the reactants needed to synthesize the given product. Given the product [CH2:10]([O:9][C:7]([C:4]1[O:3][C:2]([C:25]#[C:24][Si:21]([CH3:23])([CH3:22])[CH3:20])=[CH:6][CH:5]=1)=[O:8])[CH3:11], predict the reactants needed to synthesize it. The reactants are: Br[C:2]1[O:3][C:4]([C:7]([O:9][CH2:10][CH3:11])=[O:8])=[CH:5][CH:6]=1.C(N(CC)CC)C.O.[CH3:20][Si:21]([C:24]#[CH:25])([CH3:23])[CH3:22].